Dataset: Full USPTO retrosynthesis dataset with 1.9M reactions from patents (1976-2016). Task: Predict the reactants needed to synthesize the given product. Given the product [NH2:13][C:12]1[CH:11]=[CH:10][C:9]([C:24]2[C:25]([NH2:46])=[N:26][CH:27]=[C:28]([C:30]3[CH:35]=[CH:34][C:33]([O:36][CH2:37][CH2:38][N:39]4[CH2:43][CH2:42][CH2:41][CH2:40]4)=[C:32]([O:44][CH3:45])[CH:31]=3)[CH:29]=2)=[CH:15][CH:14]=1, predict the reactants needed to synthesize it. The reactants are: CC1(C)C(C)(C)OB([C:9]2[CH:15]=[CH:14][C:12]([NH2:13])=[CH:11][CH:10]=2)O1.C(=O)([O-])[O-].[K+].[K+].Br[C:24]1[C:25]([NH2:46])=[N:26][CH:27]=[C:28]([C:30]2[CH:35]=[CH:34][C:33]([O:36][CH2:37][CH2:38][N:39]3[CH2:43][CH2:42][CH2:41][CH2:40]3)=[C:32]([O:44][CH3:45])[CH:31]=2)[CH:29]=1.